Task: Predict the product of the given reaction.. Dataset: Forward reaction prediction with 1.9M reactions from USPTO patents (1976-2016) (1) Given the reactants [CH2:1]([Mg]Br)[CH2:2][CH2:3][CH3:4].Br[C:8]1[C:12](Br)=[CH:11][S:10][CH:9]=1.O, predict the reaction product. The product is: [CH2:1]([C:8]1[C:12]([CH2:1][CH2:2][CH2:3][CH3:4])=[CH:11][S:10][CH:9]=1)[CH2:2][CH2:3][CH3:4]. (2) Given the reactants Br[C:2]1[CH:3]=[CH:4][C:5]2[O:11][CH2:10][CH2:9][N:8]3[C:12]([CH2:18][N:19]4[C:23]5[CH:24]=[CH:25][CH:26]=[CH:27][C:22]=5[N:21]=[C:20]4[CH3:28])=[C:13]([C:15]([NH2:17])=[O:16])[N:14]=[C:7]3[C:6]=2[CH:29]=1.N1C(C(N)=O)=CN2C=1C1C=CC=CC=1OCC2.CC1NC2C=CC=CC=2N=1.[CH3:57][C:58]([OH:62])([C:60]#[CH:61])[CH3:59], predict the reaction product. The product is: [OH:62][C:58]([CH3:59])([CH3:57])[C:60]#[C:61][C:2]1[CH:3]=[CH:4][C:5]2[O:11][CH2:10][CH2:9][N:8]3[C:12]([CH2:18][N:19]4[C:23]5[CH:24]=[CH:25][CH:26]=[CH:27][C:22]=5[N:21]=[C:20]4[CH3:28])=[C:13]([C:15]([NH2:17])=[O:16])[N:14]=[C:7]3[C:6]=2[CH:29]=1.